From a dataset of NCI-60 drug combinations with 297,098 pairs across 59 cell lines. Regression. Given two drug SMILES strings and cell line genomic features, predict the synergy score measuring deviation from expected non-interaction effect. (1) Drug 1: CN(C)N=NC1=C(NC=N1)C(=O)N. Drug 2: C1=CC=C(C(=C1)C(C2=CC=C(C=C2)Cl)C(Cl)Cl)Cl. Cell line: TK-10. Synergy scores: CSS=-0.595, Synergy_ZIP=-0.371, Synergy_Bliss=0.919, Synergy_Loewe=-0.252, Synergy_HSA=-0.252. (2) Drug 1: C1=C(C(=O)NC(=O)N1)F. Drug 2: C1=CC=C(C(=C1)C(C2=CC=C(C=C2)Cl)C(Cl)Cl)Cl. Cell line: SW-620. Synergy scores: CSS=52.7, Synergy_ZIP=4.16, Synergy_Bliss=3.65, Synergy_Loewe=-3.14, Synergy_HSA=4.39. (3) Drug 1: CC1=C2C(C(=O)C3(C(CC4C(C3C(C(C2(C)C)(CC1OC(=O)C(C(C5=CC=CC=C5)NC(=O)OC(C)(C)C)O)O)OC(=O)C6=CC=CC=C6)(CO4)OC(=O)C)OC)C)OC. Drug 2: C1=CN(C=N1)CC(O)(P(=O)(O)O)P(=O)(O)O. Cell line: HOP-62. Synergy scores: CSS=39.7, Synergy_ZIP=3.91, Synergy_Bliss=2.87, Synergy_Loewe=-26.2, Synergy_HSA=1.23. (4) Drug 1: COC1=C(C=C2C(=C1)N=CN=C2NC3=CC(=C(C=C3)F)Cl)OCCCN4CCOCC4. Drug 2: CC=C1C(=O)NC(C(=O)OC2CC(=O)NC(C(=O)NC(CSSCCC=C2)C(=O)N1)C(C)C)C(C)C. Cell line: A549. Synergy scores: CSS=65.6, Synergy_ZIP=3.84, Synergy_Bliss=4.67, Synergy_Loewe=4.97, Synergy_HSA=5.91. (5) Drug 1: C1=CC(=CC=C1CCCC(=O)O)N(CCCl)CCCl. Drug 2: CS(=O)(=O)OCCCCOS(=O)(=O)C. Cell line: BT-549. Synergy scores: CSS=9.75, Synergy_ZIP=-10.2, Synergy_Bliss=-7.47, Synergy_Loewe=-15.9, Synergy_HSA=-6.40. (6) Drug 1: CC1=CC2C(CCC3(C2CCC3(C(=O)C)OC(=O)C)C)C4(C1=CC(=O)CC4)C. Drug 2: C#CCC(CC1=CN=C2C(=N1)C(=NC(=N2)N)N)C3=CC=C(C=C3)C(=O)NC(CCC(=O)O)C(=O)O. Cell line: UO-31. Synergy scores: CSS=0.360, Synergy_ZIP=-0.365, Synergy_Bliss=-0.823, Synergy_Loewe=-1.09, Synergy_HSA=-1.09. (7) Drug 1: CC1=C2C(C(=O)C3(C(CC4C(C3C(C(C2(C)C)(CC1OC(=O)C(C(C5=CC=CC=C5)NC(=O)OC(C)(C)C)O)O)OC(=O)C6=CC=CC=C6)(CO4)OC(=O)C)O)C)O. Drug 2: C(CC(=O)O)C(=O)CN.Cl. Cell line: UACC-257. Synergy scores: CSS=15.2, Synergy_ZIP=-4.64, Synergy_Bliss=-5.72, Synergy_Loewe=-2.88, Synergy_HSA=-2.37.